Dataset: Reaction yield outcomes from USPTO patents with 853,638 reactions. Task: Predict the reaction yield, written as a fraction of the theoretical maximum amount of product (1.0 means a 100% yield; for example, 0.34 means a 34% yield). (1) The reactants are Cl[C:2]1[N:3]=[C:4]([N:15]2[CH2:20][CH2:19][O:18][CH2:17][CH2:16]2)[C:5]2[S:10][C:9]([CH2:11][NH:12][CH3:13])=[C:8]([CH3:14])[C:6]=2[N:7]=1.[C:21](Cl)(=[O:26])[CH2:22][CH:23]([CH3:25])[CH3:24].CC1(C)C(C)(C)OB([C:36]2[CH:37]=[N:38][C:39]([NH2:42])=[N:40][CH:41]=2)O1. No catalyst specified. The product is [NH2:42][C:39]1[N:40]=[CH:41][C:36]([C:2]2[N:3]=[C:4]([N:15]3[CH2:20][CH2:19][O:18][CH2:17][CH2:16]3)[C:5]3[S:10][C:9]([CH2:11][N:12]([CH3:13])[C:21](=[O:26])[CH2:22][CH:23]([CH3:25])[CH3:24])=[C:8]([CH3:14])[C:6]=3[N:7]=2)=[CH:37][N:38]=1. The yield is 0.380. (2) The reactants are [Br:1][C:2]1[C:3]([CH:18]2[CH2:20][CH2:19]2)=[N:4][C:5]([N:11]2[CH2:16][CH2:15][NH:14][C@H:13]([CH3:17])[CH2:12]2)=[C:6]([C:9]=1[CH3:10])[C:7]#[N:8].[CH3:21][O:22][CH2:23][CH2:24][C:25](O)=[O:26].O=P(Cl)(Cl)Cl. The catalyst is N1C=CC=CC=1. The product is [Br:1][C:2]1[C:3]([CH:18]2[CH2:20][CH2:19]2)=[N:4][C:5]([N:11]2[CH2:16][CH2:15][N:14]([C:25](=[O:26])[CH2:24][CH2:23][O:22][CH3:21])[C@H:13]([CH3:17])[CH2:12]2)=[C:6]([C:9]=1[CH3:10])[C:7]#[N:8]. The yield is 0.590. (3) The reactants are [Cl:1]N1C(=O)CCC1=O.[F:9][C:10]1[CH:15]=[CH:14][C:13]([N:16]2[CH2:21][CH2:20][C:19]3=[N:22][C:23]([CH2:25][O:26][C:27]4[CH:32]=[CH:31][CH:30]=[CH:29][CH:28]=4)=[CH:24][N:18]3[C:17]2=[O:33])=[CH:12][CH:11]=1. The catalyst is CN(C=O)C. The product is [Cl:1][C:24]1[N:18]2[C:17](=[O:33])[N:16]([C:13]3[CH:14]=[CH:15][C:10]([F:9])=[CH:11][CH:12]=3)[CH2:21][CH2:20][C:19]2=[N:22][C:23]=1[CH2:25][O:26][C:27]1[CH:28]=[CH:29][CH:30]=[CH:31][CH:32]=1. The yield is 0.270. (4) The reactants are [CH2:1]([N:3]1[CH2:8][CH2:7][N:6]([C:9]2[CH:14]=[CH:13][C:12]([NH2:15])=[CH:11][CH:10]=2)[CH2:5][CH2:4]1)[CH3:2].Cl[C:17]1([C:41]2[C:42]([O:47][CH2:48][CH3:49])=[N:43][CH:44]=[CH:45][CH:46]=2)[C:25]2[C:20](=[CH:21][CH:22]=[C:23]([I:26])[CH:24]=2)[N:19]([S:27]([C:30]2[CH:35]=[CH:34][C:33]([O:36][CH3:37])=[CH:32][C:31]=2[O:38][CH3:39])(=[O:29])=[O:28])[C:18]1=[O:40]. The catalyst is ClCCl. The product is [CH3:39][O:38][C:31]1[CH:32]=[C:33]([O:36][CH3:37])[CH:34]=[CH:35][C:30]=1[S:27]([N:19]1[C:20]2[C:25](=[CH:24][C:23]([I:26])=[CH:22][CH:21]=2)[C:17]([C:41]2[C:42]([O:47][CH2:48][CH3:49])=[N:43][CH:44]=[CH:45][CH:46]=2)([NH:15][C:12]2[CH:13]=[CH:14][C:9]([N:6]3[CH2:5][CH2:4][N:3]([CH2:1][CH3:2])[CH2:8][CH2:7]3)=[CH:10][CH:11]=2)[C:18]1=[O:40])(=[O:29])=[O:28]. The yield is 0.110. (5) The reactants are [CH3:1][N:2]([C:4]([NH:6][C:7]([NH2:9])=[NH:8])=[NH:5])[CH3:3].[C:10]([OH:13])(=[O:12])[CH3:11]. The catalyst is CC(C)=O. The product is [CH3:1][N:2]([C:4]([NH:6][C:7]([NH2:9])=[NH:8])=[NH:5])[CH3:3].[C:10]([O-:13])(=[O:12])[CH3:11]. The yield is 0.477. (6) The reactants are [Cl:1][C:2]1[CH:10]=[CH:9][CH:8]=[C:7]2[C:3]=1[C:4]([CH2:11][C:12]#[N:13])=[CH:5][NH:6]2.[H-].[Na+].[CH3:16][N:17]([CH3:21])[C:18](Cl)=[O:19]. The yield is 0.870. The catalyst is O1CCCC1. The product is [CH3:16][N:17]([CH3:21])[C:18]([N:6]1[C:7]2[C:3](=[C:2]([Cl:1])[CH:10]=[CH:9][CH:8]=2)[C:4]([CH2:11][C:12]#[N:13])=[CH:5]1)=[O:19]. (7) The reactants are [NH:1]1[CH:5]=[CH:4][N:3]=[N:2]1.[I-].[Na+].[OH-].[Na+].Cl[CH2:11][CH2:12][CH2:13][CH2:14][C:15]1[CH:20]=[CH:19][CH:18]=[CH:17][CH:16]=1. The catalyst is C(O)(CC)(C)C.C1(C)C=CC=CC=1. The product is [C:15]1([CH2:14][CH2:13][CH2:12][CH2:11][N:1]2[CH:5]=[CH:4][N:3]=[N:2]2)[CH:20]=[CH:19][CH:18]=[CH:17][CH:16]=1. The yield is 0.810. (8) The reactants are [CH2:1]1[C:9]2[C:4](=[CH:5][CH:6]=[CH:7][CH:8]=2)[CH2:3][CH2:2]1.[C:10](OC(=O)C)(=[O:12])[CH3:11].[Al+3].[Cl-].[Cl-].[Cl-]. The catalyst is C(Cl)Cl. The product is [CH2:1]1[C:9]2[C:4](=[CH:5][CH:6]=[C:7]([C:10](=[O:12])[CH3:11])[CH:8]=2)[CH2:3][CH2:2]1. The yield is 0.880. (9) The reactants are [Br:1][C:2]1[CH:3]=[C:4]2[C:8](=[CH:9][C:10]=1[Cl:11])[NH:7][CH:6]=[CH:5]2.N1C=CC=CC=1.ClC(Cl)(Cl)[C:20](Cl)=[O:21].[CH3:25][O-:26].[Na+]. The catalyst is CC(OC)(C)C.O.CO.O1CCCC1. The product is [Br:1][C:2]1[CH:3]=[C:4]2[C:8](=[CH:9][C:10]=1[Cl:11])[NH:7][CH:6]=[C:5]2[C:25]([O:21][CH3:20])=[O:26]. The yield is 0.530. (10) The reactants are [C:1]([CH2:4][CH2:5][C:6]1[C:7]([CH3:13])=[C:8]([CH:11]=O)[NH:9][CH:10]=1)([OH:3])=[O:2].[CH3:14][O:15][C:16]([C:18]1[CH:19]=[C:20]2[C:24](=[CH:25][CH:26]=1)[NH:23][C:22](=[O:27])[CH2:21]2)=[O:17].N1CCCCC1. The catalyst is C(O)C. The product is [CH3:14][O:15][C:16]([C:18]1[CH:19]=[C:20]2[C:24](=[CH:25][CH:26]=1)[NH:23][C:22](=[O:27])[C:21]2=[CH:11][C:8]1[NH:9][CH:10]=[C:6]([CH2:5][CH2:4][C:1]([OH:3])=[O:2])[C:7]=1[CH3:13])=[O:17]. The yield is 0.690.